This data is from Forward reaction prediction with 1.9M reactions from USPTO patents (1976-2016). The task is: Predict the product of the given reaction. (1) Given the reactants [I:1][C:2]1[CH:9]=[CH:8][CH:7]=[C:6]([F:10])[C:3]=1[CH:4]=O.Cl.[NH2:12][OH:13].[OH-].[Na+].Cl, predict the reaction product. The product is: [I:1][C:2]1[CH:9]=[CH:8][CH:7]=[C:6]([F:10])[C:3]=1[CH:4]=[N:12][OH:13]. (2) Given the reactants CC([O-])(CC)C.[Na+].[C:8]12([NH:13][C:14]([C:16]3[CH:17]=[C:18]([C:22]4[CH:23]=[C:24]5[C:31]([C:32]([NH:34][CH3:35])=[O:33])=[C:30]([C:36]6[CH:41]=[CH:40][C:39]([F:42])=[CH:38][CH:37]=6)[O:29][C:25]5=[N:26][C:27]=4Cl)[CH:19]=[CH:20][CH:21]=3)=[O:15])[CH2:12][CH:10]([CH2:11]1)[CH2:9]2.[F:43][CH:44]([F:47])[CH2:45][NH2:46], predict the reaction product. The product is: [C:8]12([NH:13][C:14]([C:16]3[CH:17]=[C:18]([C:22]4[CH:23]=[C:24]5[C:31]([C:32]([NH:34][CH3:35])=[O:33])=[C:30]([C:36]6[CH:41]=[CH:40][C:39]([F:42])=[CH:38][CH:37]=6)[O:29][C:25]5=[N:26][C:27]=4[NH:46][CH2:45][CH:44]([F:47])[F:43])[CH:19]=[CH:20][CH:21]=3)=[O:15])[CH2:12][CH:10]([CH2:11]1)[CH2:9]2. (3) Given the reactants [F:1][C:2]1[CH:3]=[C:4]([CH2:9][C:10]([NH:12][C@H:13]([C:15]([OH:17])=O)[CH3:14])=[O:11])[CH:5]=[C:6]([F:8])[CH:7]=1.[CH3:18][O:19][C:20](=[O:35])[C@H:21]([CH2:30][CH2:31][CH2:32][CH2:33][NH2:34])[NH:22][C:23]([O:25][C:26]([CH3:29])([CH3:28])[CH3:27])=[O:24], predict the reaction product. The product is: [CH3:18][O:19][C:20](=[O:35])[C@H:21]([CH2:30][CH2:31][CH2:32][CH2:33][NH2:34])[N:22]([C:15](=[O:17])[C@H:13]([CH3:14])[NH:12][C:10](=[O:11])[CH2:9][C:4]1[CH:5]=[C:6]([F:8])[CH:7]=[C:2]([F:1])[CH:3]=1)[C:23]([O:25][C:26]([CH3:29])([CH3:27])[CH3:28])=[O:24]. (4) Given the reactants O.[NH2:2][NH2:3].[CH:4]([O:7][C:8]([N:10]1[CH2:15][CH2:14][CH:13]([CH2:16][CH2:17][CH2:18][O:19][C:20]2[CH:25]=[CH:24][C:23]([C:26](OC)=[O:27])=[C:22]([F:30])[CH:21]=2)[CH2:12][CH2:11]1)=[O:9])([CH3:6])[CH3:5], predict the reaction product. The product is: [CH:4]([O:7][C:8]([N:10]1[CH2:15][CH2:14][CH:13]([CH2:16][CH2:17][CH2:18][O:19][C:20]2[CH:25]=[CH:24][C:23]([C:26]([NH:2][NH2:3])=[O:27])=[C:22]([F:30])[CH:21]=2)[CH2:12][CH2:11]1)=[O:9])([CH3:6])[CH3:5]. (5) Given the reactants [Cl:1][C:2]1[CH:3]=[CH:4][CH:5]=[C:6]2[C:11]=1[N:10]=[CH:9][N:8]=[C:7]2[C:12]1[CH:13]=[C:14]([OH:19])[CH:15]=[CH:16][C:17]=1[F:18].Br[C:21]1[CH:22]=[C:23]([S:27]([N:30]([CH2:40][C:41]2[CH:46]=[CH:45][C:44]([O:47][CH3:48])=[CH:43][CH:42]=2)[CH2:31][C:32]2[CH:37]=[CH:36][C:35]([O:38][CH3:39])=[CH:34][CH:33]=2)(=[O:29])=[O:28])[CH:24]=[CH:25][CH:26]=1, predict the reaction product. The product is: [Cl:1][C:2]1[CH:3]=[CH:4][CH:5]=[C:6]2[C:11]=1[N:10]=[CH:9][N:8]=[C:7]2[C:12]1[CH:13]=[C:14]([CH:15]=[CH:16][C:17]=1[F:18])[O:19][C:21]1[CH:22]=[C:23]([S:27]([N:30]([CH2:40][C:41]2[CH:46]=[CH:45][C:44]([O:47][CH3:48])=[CH:43][CH:42]=2)[CH2:31][C:32]2[CH:37]=[CH:36][C:35]([O:38][CH3:39])=[CH:34][CH:33]=2)(=[O:29])=[O:28])[CH:24]=[CH:25][CH:26]=1. (6) The product is: [CH3:1][C:2]([C:8]1[CH:13]=[CH:12][C:11]([N+:14]([O-:16])=[O:15])=[CH:10][CH:9]=1)([CH3:7])[CH2:3][CH2:4][NH:6][C:20](=[O:21])[CH3:19]. Given the reactants [CH3:1][C:2]([C:8]1[CH:13]=[CH:12][C:11]([N+:14]([O-:16])=[O:15])=[CH:10][CH:9]=1)([CH3:7])[CH2:3][C:4]([NH2:6])=O.B.C1C[O:21][CH2:20][CH2:19]1.C(Cl)(=O)C, predict the reaction product.